Dataset: NCI-60 drug combinations with 297,098 pairs across 59 cell lines. Task: Regression. Given two drug SMILES strings and cell line genomic features, predict the synergy score measuring deviation from expected non-interaction effect. (1) Synergy scores: CSS=1.63, Synergy_ZIP=0.322, Synergy_Bliss=-0.0395, Synergy_Loewe=-1.93, Synergy_HSA=-1.29. Drug 1: CC(C1=C(C=CC(=C1Cl)F)Cl)OC2=C(N=CC(=C2)C3=CN(N=C3)C4CCNCC4)N. Cell line: OVCAR-8. Drug 2: N.N.Cl[Pt+2]Cl. (2) Drug 1: CNC(=O)C1=CC=CC=C1SC2=CC3=C(C=C2)C(=NN3)C=CC4=CC=CC=N4. Drug 2: C1=NC(=NC(=O)N1C2C(C(C(O2)CO)O)O)N. Cell line: EKVX. Synergy scores: CSS=6.45, Synergy_ZIP=-1.47, Synergy_Bliss=0.660, Synergy_Loewe=-0.124, Synergy_HSA=-0.459. (3) Drug 1: C1CC(=O)NC(=O)C1N2CC3=C(C2=O)C=CC=C3N. Drug 2: CC1=C(N=C(N=C1N)C(CC(=O)N)NCC(C(=O)N)N)C(=O)NC(C(C2=CN=CN2)OC3C(C(C(C(O3)CO)O)O)OC4C(C(C(C(O4)CO)O)OC(=O)N)O)C(=O)NC(C)C(C(C)C(=O)NC(C(C)O)C(=O)NCCC5=NC(=CS5)C6=NC(=CS6)C(=O)NCCC[S+](C)C)O. Cell line: NCI-H460. Synergy scores: CSS=26.8, Synergy_ZIP=-0.979, Synergy_Bliss=-1.09, Synergy_Loewe=-25.2, Synergy_HSA=2.65. (4) Synergy scores: CSS=3.62, Synergy_ZIP=-0.265, Synergy_Bliss=0.336, Synergy_Loewe=-2.83, Synergy_HSA=-2.05. Drug 2: CC1=C(C=C(C=C1)NC(=O)C2=CC=C(C=C2)CN3CCN(CC3)C)NC4=NC=CC(=N4)C5=CN=CC=C5. Drug 1: CC1=C(C=C(C=C1)NC2=NC=CC(=N2)N(C)C3=CC4=NN(C(=C4C=C3)C)C)S(=O)(=O)N.Cl. Cell line: MALME-3M. (5) Drug 1: CCCCC(=O)OCC(=O)C1(CC(C2=C(C1)C(=C3C(=C2O)C(=O)C4=C(C3=O)C=CC=C4OC)O)OC5CC(C(C(O5)C)O)NC(=O)C(F)(F)F)O. Drug 2: CN(CCCl)CCCl.Cl. Cell line: SF-295. Synergy scores: CSS=26.5, Synergy_ZIP=-3.30, Synergy_Bliss=-4.28, Synergy_Loewe=-14.2, Synergy_HSA=-4.93. (6) Drug 1: CC=C1C(=O)NC(C(=O)OC2CC(=O)NC(C(=O)NC(CSSCCC=C2)C(=O)N1)C(C)C)C(C)C. Drug 2: CCC1=C2CN3C(=CC4=C(C3=O)COC(=O)C4(CC)O)C2=NC5=C1C=C(C=C5)O. Cell line: MCF7. Synergy scores: CSS=52.2, Synergy_ZIP=0.422, Synergy_Bliss=-1.93, Synergy_Loewe=-3.04, Synergy_HSA=0.903.